This data is from Forward reaction prediction with 1.9M reactions from USPTO patents (1976-2016). The task is: Predict the product of the given reaction. (1) The product is: [CH:1]1([CH2:4][O:5][C:6]2[CH:11]=[CH:10][C:9]([C:12]3[O:13][C:14]4[C:20]([F:21])=[C:19]([O:22][CH2:23][C@@H:24]([NH:26][C:27](=[O:33])[CH3:37])[CH3:25])[CH:18]=[CH:17][C:15]=4[N:16]=3)=[C:8]([F:34])[C:7]=2[F:35])[CH2:3][CH2:2]1. Given the reactants [CH:1]1([CH2:4][O:5][C:6]2[CH:11]=[CH:10][C:9]([C:12]3[O:13][C:14]4[C:20]([F:21])=[C:19]([O:22][CH2:23][C@@H:24]([NH:26][C:27](=[O:33])OC(C)(C)C)[CH3:25])[CH:18]=[CH:17][C:15]=4[N:16]=3)=[C:8]([F:34])[C:7]=2[F:35])[CH2:3][CH2:2]1.Cl.[C:37](OCC)(=O)C, predict the reaction product. (2) Given the reactants [CH2:1]1[C:13]2[NH:12][C:11]3[C:6](=[CH:7][CH:8]=[CH:9][CH:10]=3)[C:5]=2[CH2:4][CH2:3][N:2]1[C:14]1[N:19]=[CH:18][C:17]([C:20]([O:22][CH3:23])=[O:21])=[CH:16][N:15]=1.CC(C)([O-])C.[K+].[CH2:30](Br)[C:31]1[CH:36]=[CH:35][CH:34]=[CH:33][CH:32]=1, predict the reaction product. The product is: [CH2:30]([N:12]1[C:13]2[CH2:1][N:2]([C:14]3[N:15]=[CH:16][C:17]([C:20]([O:22][CH3:23])=[O:21])=[CH:18][N:19]=3)[CH2:3][CH2:4][C:5]=2[C:6]2[C:11]1=[CH:10][CH:9]=[CH:8][CH:7]=2)[C:31]1[CH:36]=[CH:35][CH:34]=[CH:33][CH:32]=1. (3) Given the reactants Br[C:2]1[CH:7]=[CH:6][C:5]([C:8]2[CH:13]=[CH:12][C:11]([CH2:14][CH2:15][C:16]3([NH:24][C:25](=[O:27])[CH3:26])[CH2:21][O:20][C:19]([CH3:23])([CH3:22])[O:18][CH2:17]3)=[CH:10][CH:9]=2)=[C:4]([F:28])[CH:3]=1.[CH3:29][O:30][C:31]1[CH:36]=[CH:35][C:34]([SH:37])=[CH:33][CH:32]=1.C(N(C(C)C)CC)(C)C.O, predict the reaction product. The product is: [F:28][C:4]1[CH:3]=[C:2]([S:37][C:34]2[CH:35]=[CH:36][C:31]([O:30][CH3:29])=[CH:32][CH:33]=2)[CH:7]=[CH:6][C:5]=1[C:8]1[CH:13]=[CH:12][C:11]([CH2:14][CH2:15][C:16]2([NH:24][C:25](=[O:27])[CH3:26])[CH2:21][O:20][C:19]([CH3:23])([CH3:22])[O:18][CH2:17]2)=[CH:10][CH:9]=1.